This data is from Forward reaction prediction with 1.9M reactions from USPTO patents (1976-2016). The task is: Predict the product of the given reaction. Given the reactants Cl[CH2:2][CH2:3][CH2:4][S:5]([N:8]1[CH2:13][CH2:12][CH:11]([C:14]2[C:22]3[C:17](=[C:18]([C:29]([NH2:31])=[O:30])[CH:19]=[C:20]([C:23]4[CH:28]=[CH:27][CH:26]=[CH:25][CH:24]=4)[CH:21]=3)[NH:16][CH:15]=2)[CH2:10][CH2:9]1)(=[O:7])=[O:6].[CH2:32]([OH:37])[CH2:33][CH2:34][CH2:35][OH:36].C([O-])([O-])=O.[K+].[K+].[I-].[Na+], predict the reaction product. The product is: [OH:36][CH2:35][CH2:34][CH2:33][CH2:32][O:37][CH2:2][CH2:3][CH2:4][S:5]([N:8]1[CH2:13][CH2:12][CH:11]([C:14]2[C:22]3[C:17](=[C:18]([C:29]([NH2:31])=[O:30])[CH:19]=[C:20]([C:23]4[CH:28]=[CH:27][CH:26]=[CH:25][CH:24]=4)[CH:21]=3)[NH:16][CH:15]=2)[CH2:10][CH2:9]1)(=[O:7])=[O:6].